This data is from NCI-60 drug combinations with 297,098 pairs across 59 cell lines. The task is: Regression. Given two drug SMILES strings and cell line genomic features, predict the synergy score measuring deviation from expected non-interaction effect. (1) Drug 1: CCCS(=O)(=O)NC1=C(C(=C(C=C1)F)C(=O)C2=CNC3=C2C=C(C=N3)C4=CC=C(C=C4)Cl)F. Drug 2: CN(C(=O)NC(C=O)C(C(C(CO)O)O)O)N=O. Cell line: OVCAR-4. Synergy scores: CSS=-0.765, Synergy_ZIP=1.34, Synergy_Bliss=3.63, Synergy_Loewe=1.24, Synergy_HSA=1.17. (2) Drug 1: CCN(CC)CCNC(=O)C1=C(NC(=C1C)C=C2C3=C(C=CC(=C3)F)NC2=O)C. Drug 2: C(CN)CNCCSP(=O)(O)O. Cell line: HL-60(TB). Synergy scores: CSS=21.5, Synergy_ZIP=5.59, Synergy_Bliss=-1.58, Synergy_Loewe=12.9, Synergy_HSA=-5.28.